Dataset: Forward reaction prediction with 1.9M reactions from USPTO patents (1976-2016). Task: Predict the product of the given reaction. Given the reactants [N+:1]([C:4]1[CH:5]=[CH:6][C:7]([O:26][CH2:27][CH2:28][CH3:29])=[C:8]([C:10]2[NH:15][C:14](=[O:16])[C:13]3=[C:17]([CH3:25])[N:18]=[C:19]([CH:20]4[CH2:24][CH2:23][CH2:22][CH2:21]4)[N:12]3[N:11]=2)[CH:9]=1)([O-])=O, predict the reaction product. The product is: [NH2:1][C:4]1[CH:5]=[CH:6][C:7]([O:26][CH2:27][CH2:28][CH3:29])=[C:8]([C:10]2[NH:15][C:14](=[O:16])[C:13]3=[C:17]([CH3:25])[N:18]=[C:19]([CH:20]4[CH2:24][CH2:23][CH2:22][CH2:21]4)[N:12]3[N:11]=2)[CH:9]=1.